From a dataset of Reaction yield outcomes from USPTO patents with 853,638 reactions. Predict the reaction yield, written as a fraction of the theoretical maximum amount of product (1.0 means a 100% yield; for example, 0.34 means a 34% yield). No catalyst specified. The reactants are [F:1][C:2]1[CH:3]=[C:4]([C:9]2([C:15]([N:17]([CH3:19])[CH3:18])=O)[CH2:14][CH2:13][CH2:12][CH2:11][CH2:10]2)[CH:5]=[CH:6][C:7]=1[F:8].[ClH:20]. The product is [ClH:20].[F:1][C:2]1[CH:3]=[C:4]([C:9]2([CH2:15][N:17]([CH3:19])[CH3:18])[CH2:14][CH2:13][CH2:12][CH2:11][CH2:10]2)[CH:5]=[CH:6][C:7]=1[F:8]. The yield is 0.0800.